Dataset: Reaction yield outcomes from USPTO patents with 853,638 reactions. Task: Predict the reaction yield, written as a fraction of the theoretical maximum amount of product (1.0 means a 100% yield; for example, 0.34 means a 34% yield). (1) The reactants are [CH3:1][S:2]([NH:5][C:6]1[CH:21]=[CH:20][C:9]2[NH:10][C:11]([CH2:16][C:17](O)=[O:18])=[N:12][S:13](=[O:15])(=[O:14])[C:8]=2[CH:7]=1)(=[O:4])=[O:3].C([O:24][C:25]([C@H:27]1[C@@H:32]([NH:33][CH2:34][C:35]2[CH:40]=[CH:39][C:38]([F:41])=[CH:37][CH:36]=2)[C@H:31]2[CH2:42][C@@H:28]1[CH2:29][CH2:30]2)=O)C.CN1CCOCC1.Cl.CN(C)CCCN=C=NCC.C(N(CC)CC)C. The catalyst is C(#N)C. The product is [F:41][C:38]1[CH:37]=[CH:36][C:35]([CH2:34][N:33]2[C:17](=[O:18])[C:16]([C:11]3[NH:10][C:9]4[CH:20]=[CH:21][C:6]([NH:5][S:2]([CH3:1])(=[O:4])=[O:3])=[CH:7][C:8]=4[S:13](=[O:14])(=[O:15])[N:12]=3)=[C:25]([OH:24])[C@H:27]3[C@@H:32]2[C@H:31]2[CH2:42][C@@H:28]3[CH2:29][CH2:30]2)=[CH:40][CH:39]=1. The yield is 0.780. (2) The reactants are [CH:1]([C:4]1[CH:9]=[CH:8][C:7]([C:10]2[CH:15]=[CH:14][N+:13]([O-])=[CH:12][CH:11]=2)=[CH:6][CH:5]=1)([CH3:3])[CH3:2].P(Cl)(Cl)([Cl:19])=O. No catalyst specified. The product is [Cl:19][C:14]1[CH:15]=[C:10]([C:7]2[CH:8]=[CH:9][C:4]([CH:1]([CH3:3])[CH3:2])=[CH:5][CH:6]=2)[CH:11]=[CH:12][N:13]=1. The yield is 0.810. (3) The reactants are [C:1]([C:3]1[CH:15]=[CH:14][C:6]([CH2:7][NH:8][CH2:9][C:10]([O:12][CH3:13])=[O:11])=[CH:5][CH:4]=1)#[N:2].[C:16](O[C:16]([O:18][C:19]([CH3:22])([CH3:21])[CH3:20])=[O:17])([O:18][C:19]([CH3:22])([CH3:21])[CH3:20])=[O:17]. The catalyst is C(Cl)Cl.CN(C1C=CN=CC=1)C. The product is [C:19]([O:18][C:16]([N:8]([CH2:7][C:6]1[CH:5]=[CH:4][C:3]([C:1]#[N:2])=[CH:15][CH:14]=1)[CH2:9][C:10]([O:12][CH3:13])=[O:11])=[O:17])([CH3:22])([CH3:21])[CH3:20]. The yield is 0.560. (4) The reactants are [O:1]1[CH2:3][CH:2]1[CH2:4][O:5][C:6]1[C:18]2[C:17]3[C:12](=[CH:13][CH:14]=[CH:15][CH:16]=3)[NH:11][C:10]=2[CH:9]=[CH:8][CH:7]=1.[C:19]([O:23][C:24]([N:26]1[CH2:31][CH2:30][CH:29]([NH2:32])[CH2:28][CH2:27]1)=[O:25])([CH3:22])([CH3:21])[CH3:20]. The catalyst is C(O)C. The product is [C:19]([O:23][C:24]([N:26]1[CH2:31][CH2:30][CH:29]([NH:32][CH2:3][CH:2]([OH:1])[CH2:4][O:5][C:6]2[C:18]3[C:17]4[C:12](=[CH:13][CH:14]=[CH:15][CH:16]=4)[NH:11][C:10]=3[CH:9]=[CH:8][CH:7]=2)[CH2:28][CH2:27]1)=[O:25])([CH3:22])([CH3:20])[CH3:21]. The yield is 0.570. (5) The reactants are [C@]12(C)C(C)(C)C(CC1)CC2C([O:12][C@@H:13]([C:17]1[CH:22]=[CH:21][C:20]([I:23])=[CH:19][C:18]=1[N+:24]([O-:26])=[O:25])[CH:14]([CH3:16])[CH3:15])=O.C([O-])([O-])=O.[K+].[K+]. The catalyst is CO. The product is [I:23][C:20]1[CH:21]=[CH:22][C:17]([C@H:13]([OH:12])[CH:14]([CH3:15])[CH3:16])=[C:18]([N+:24]([O-:26])=[O:25])[CH:19]=1. The yield is 1.00.